Dataset: Peptide-MHC class I binding affinity with 185,985 pairs from IEDB/IMGT. Task: Regression. Given a peptide amino acid sequence and an MHC pseudo amino acid sequence, predict their binding affinity value. This is MHC class I binding data. (1) The peptide sequence is SESTIDIIL. The MHC is HLA-A26:02 with pseudo-sequence HLA-A26:02. The binding affinity (normalized) is 0.0847. (2) The peptide sequence is TEFQSVTFTM. The MHC is HLA-B44:03 with pseudo-sequence HLA-B44:03. The binding affinity (normalized) is 0.403.